Dataset: NCI-60 drug combinations with 297,098 pairs across 59 cell lines. Task: Regression. Given two drug SMILES strings and cell line genomic features, predict the synergy score measuring deviation from expected non-interaction effect. (1) Drug 1: C1C(C(OC1N2C=NC3=C(N=C(N=C32)Cl)N)CO)O. Cell line: IGROV1. Synergy scores: CSS=10.8, Synergy_ZIP=-2.70, Synergy_Bliss=-1.87, Synergy_Loewe=-14.2, Synergy_HSA=-3.25. Drug 2: CN1C2=C(C=C(C=C2)N(CCCl)CCCl)N=C1CCCC(=O)O.Cl. (2) Drug 1: CC1=C(C=C(C=C1)C(=O)NC2=CC(=CC(=C2)C(F)(F)F)N3C=C(N=C3)C)NC4=NC=CC(=N4)C5=CN=CC=C5. Drug 2: C1=NC2=C(N=C(N=C2N1C3C(C(C(O3)CO)O)F)Cl)N. Cell line: OVCAR-5. Synergy scores: CSS=6.31, Synergy_ZIP=0.537, Synergy_Bliss=2.46, Synergy_Loewe=-0.779, Synergy_HSA=1.04. (3) Drug 1: CC1=CC2C(CCC3(C2CCC3(C(=O)C)OC(=O)C)C)C4(C1=CC(=O)CC4)C. Drug 2: C1=NC2=C(N=C(N=C2N1C3C(C(C(O3)CO)O)F)Cl)N. Cell line: HCT-15. Synergy scores: CSS=11.1, Synergy_ZIP=-2.33, Synergy_Bliss=-2.75, Synergy_Loewe=-52.7, Synergy_HSA=-3.86. (4) Drug 1: CS(=O)(=O)C1=CC(=C(C=C1)C(=O)NC2=CC(=C(C=C2)Cl)C3=CC=CC=N3)Cl. Drug 2: COC1=CC(=CC(=C1O)OC)C2C3C(COC3=O)C(C4=CC5=C(C=C24)OCO5)OC6C(C(C7C(O6)COC(O7)C8=CC=CS8)O)O. Cell line: U251. Synergy scores: CSS=39.4, Synergy_ZIP=-1.81, Synergy_Bliss=-1.50, Synergy_Loewe=-25.3, Synergy_HSA=0.101. (5) Drug 1: COC1=NC(=NC2=C1N=CN2C3C(C(C(O3)CO)O)O)N. Drug 2: CCN(CC)CCNC(=O)C1=C(NC(=C1C)C=C2C3=C(C=CC(=C3)F)NC2=O)C. Cell line: ACHN. Synergy scores: CSS=1.09, Synergy_ZIP=-1.47, Synergy_Bliss=-2.01, Synergy_Loewe=-2.02, Synergy_HSA=-1.60.